Dataset: Forward reaction prediction with 1.9M reactions from USPTO patents (1976-2016). Task: Predict the product of the given reaction. (1) Given the reactants [C:1]([O:5][C:6](=[O:32])[NH:7][CH2:8][CH2:9][CH2:10][CH2:11][NH:12][C:13]1[C:22]2[C:17](=[CH:18][C:19]([O:23][CH2:24][C:25]3[CH:30]=[CH:29][CH:28]=[CH:27][CH:26]=3)=[CH:20][CH:21]=2)[N:16]=[CH:15][C:14]=1[NH2:31])([CH3:4])([CH3:3])[CH3:2].Cl.N1C=C[CH:37]=[CH:36][CH:35]=1.C(OC)(OC)(OC)CC, predict the reaction product. The product is: [C:1]([O:5][C:6](=[O:32])[NH:7][CH2:8][CH2:9][CH2:10][CH2:11][N:12]1[C:13]2[C:22]3[CH:21]=[CH:20][C:19]([O:23][CH2:24][C:25]4[CH:26]=[CH:27][CH:28]=[CH:29][CH:30]=4)=[CH:18][C:17]=3[N:16]=[CH:15][C:14]=2[N:31]=[C:35]1[CH2:36][CH3:37])([CH3:4])([CH3:2])[CH3:3]. (2) Given the reactants [F:1][CH2:2][CH:3]1[CH2:8][N:7]([C:9]2[CH:10]=[N:11][C:12]([N+:15]([O-])=O)=[CH:13][CH:14]=2)[CH2:6][CH2:5][N:4]1[CH3:18], predict the reaction product. The product is: [F:1][CH2:2][CH:3]1[N:4]([CH3:18])[CH2:5][CH2:6][N:7]([C:9]2[CH:14]=[CH:13][C:12]([NH2:15])=[N:11][CH:10]=2)[CH2:8]1.